Dataset: Full USPTO retrosynthesis dataset with 1.9M reactions from patents (1976-2016). Task: Predict the reactants needed to synthesize the given product. Given the product [Cl:1][C:2]1[CH:7]=[C:6]([N+:10]([O-:12])=[O:11])[C:5]([OH:8])=[C:4]([CH3:9])[CH:3]=1, predict the reactants needed to synthesize it. The reactants are: [Cl:1][C:2]1[CH:7]=[CH:6][C:5]([OH:8])=[C:4]([CH3:9])[CH:3]=1.[N:10]([O-:12])=[O:11].[Na+].C(OC(C)C)(C)C.S(=O)(=O)(O)O.